This data is from Forward reaction prediction with 1.9M reactions from USPTO patents (1976-2016). The task is: Predict the product of the given reaction. (1) Given the reactants [Cl:1][C:2]1[CH:3]=[C:4]([NH:10][C@@H:11]([CH2:15][C:16]([O:18][C:19]([CH3:22])([CH3:21])[CH3:20])=[O:17])[C:12](O)=[O:13])[CH:5]=[CH:6][C:7]=1[C:8]#[N:9].C(C1NC=CN=1)(C1NC=CN=1)=O.C(=O)=O.[BH4-].[Na+].Cl, predict the reaction product. The product is: [Cl:1][C:2]1[CH:3]=[C:4]([NH:10][C@H:11]([CH2:12][OH:13])[CH2:15][C:16]([O:18][C:19]([CH3:20])([CH3:22])[CH3:21])=[O:17])[CH:5]=[CH:6][C:7]=1[C:8]#[N:9]. (2) Given the reactants [F:1][C:2]1([F:21])[CH2:5][N:4]([C:6]2[N:7]=[CH:8][C:9]([C:18](O)=[O:19])=[N:10][C:11]=2[O:12][CH2:13][C:14]([F:17])([F:16])[F:15])[CH2:3]1.[CH3:22][NH:23][C:24]([CH3:27])([CH3:26])[CH3:25], predict the reaction product. The product is: [C:24]([N:23]([CH3:22])[C:18]([C:9]1[CH:8]=[N:7][C:6]([N:4]2[CH2:5][C:2]([F:21])([F:1])[CH2:3]2)=[C:11]([O:12][CH2:13][C:14]([F:17])([F:16])[F:15])[N:10]=1)=[O:19])([CH3:27])([CH3:26])[CH3:25]. (3) Given the reactants [F:1][C:2]1[CH:7]=[CH:6][C:5]([CH:8]([C:21]2[CH:26]=[CH:25][C:24]([F:27])=[CH:23][CH:22]=2)[CH2:9][CH2:10][NH:11][C:12](=[O:20])[C:13]2[CH:18]=[CH:17][N:16]=[C:15](F)[CH:14]=2)=[CH:4][CH:3]=1.[F:28][C:29]([F:33])([F:32])[CH2:30][OH:31].[H-].[Na+], predict the reaction product. The product is: [F:1][C:2]1[CH:3]=[CH:4][C:5]([CH:8]([C:21]2[CH:22]=[CH:23][C:24]([F:27])=[CH:25][CH:26]=2)[CH2:9][CH2:10][NH:11][C:12](=[O:20])[C:13]2[CH:18]=[CH:17][N:16]=[C:15]([O:31][CH2:30][C:29]([F:33])([F:32])[F:28])[CH:14]=2)=[CH:6][CH:7]=1. (4) Given the reactants CO.[OH-].[Na+].[C:5]([OH:20])(=[O:19])[CH2:6][CH2:7][CH2:8][CH2:9][CH2:10][CH2:11][CH2:12][CH2:13][CH2:14][CH2:15][CH2:16][CH2:17][CH3:18].[N+]([O-])([O-])=O.[Ag+:25], predict the reaction product. The product is: [C:5]([O-:20])(=[O:19])[CH2:6][CH2:7][CH2:8][CH2:9][CH2:10][CH2:11][CH2:12][CH2:13][CH2:14][CH2:15][CH2:16][CH2:17][CH3:18].[Ag+:25].